This data is from Merck oncology drug combination screen with 23,052 pairs across 39 cell lines. The task is: Regression. Given two drug SMILES strings and cell line genomic features, predict the synergy score measuring deviation from expected non-interaction effect. (1) Drug 1: CC(=O)OC1C(=O)C2(C)C(O)CC3OCC3(OC(C)=O)C2C(OC(=O)c2ccccc2)C2(O)CC(OC(=O)C(O)C(NC(=O)c3ccccc3)c3ccccc3)C(C)=C1C2(C)C. Drug 2: CC1(c2nc3c(C(N)=O)cccc3[nH]2)CCCN1. Cell line: NCIH460. Synergy scores: synergy=13.5. (2) Drug 1: CC1CC2C3CCC4=CC(=O)C=CC4(C)C3(F)C(O)CC2(C)C1(O)C(=O)CO. Drug 2: O=C(NOCC(O)CO)c1ccc(F)c(F)c1Nc1ccc(I)cc1F. Cell line: NCIH460. Synergy scores: synergy=7.73. (3) Drug 1: C=CCn1c(=O)c2cnc(Nc3ccc(N4CCN(C)CC4)cc3)nc2n1-c1cccc(C(C)(C)O)n1. Drug 2: CC1(c2nc3c(C(N)=O)cccc3[nH]2)CCCN1. Cell line: SKMES1. Synergy scores: synergy=7.44. (4) Drug 1: COc1cccc2c1C(=O)c1c(O)c3c(c(O)c1C2=O)CC(O)(C(=O)CO)CC3OC1CC(N)C(O)C(C)O1. Drug 2: C=CCn1c(=O)c2cnc(Nc3ccc(N4CCN(C)CC4)cc3)nc2n1-c1cccc(C(C)(C)O)n1. Cell line: OCUBM. Synergy scores: synergy=7.99. (5) Drug 1: COC12C(COC(N)=O)C3=C(C(=O)C(C)=C(N)C3=O)N1CC1NC12. Drug 2: C#Cc1cccc(Nc2ncnc3cc(OCCOC)c(OCCOC)cc23)c1. Cell line: LNCAP. Synergy scores: synergy=-53.5. (6) Drug 1: O=C(NOCC(O)CO)c1ccc(F)c(F)c1Nc1ccc(I)cc1F. Drug 2: Cc1nc(Nc2ncc(C(=O)Nc3c(C)cccc3Cl)s2)cc(N2CCN(CCO)CC2)n1. Cell line: OV90. Synergy scores: synergy=67.0. (7) Synergy scores: synergy=4.40. Drug 1: C=CCn1c(=O)c2cnc(Nc3ccc(N4CCN(C)CC4)cc3)nc2n1-c1cccc(C(C)(C)O)n1. Cell line: NCIH1650. Drug 2: Cn1c(=O)n(-c2ccc(C(C)(C)C#N)cc2)c2c3cc(-c4cnc5ccccc5c4)ccc3ncc21.